From a dataset of Peptide-MHC class I binding affinity with 185,985 pairs from IEDB/IMGT. Regression. Given a peptide amino acid sequence and an MHC pseudo amino acid sequence, predict their binding affinity value. This is MHC class I binding data. (1) The peptide sequence is NPQGERRAF. The MHC is HLA-B14:02 with pseudo-sequence HLA-B14:02. The binding affinity (normalized) is 0.0847. (2) The peptide sequence is LIDTTSRELK. The MHC is HLA-A31:01 with pseudo-sequence HLA-A31:01. The binding affinity (normalized) is 0.539. (3) The peptide sequence is SFYVYANGGR. The MHC is HLA-A31:01 with pseudo-sequence HLA-A31:01. The binding affinity (normalized) is 0.585. (4) The peptide sequence is IVMRYVLDH. The MHC is HLA-A30:02 with pseudo-sequence HLA-A30:02. The binding affinity (normalized) is 0.213. (5) The peptide sequence is QPQQLPQFEEI. The MHC is HLA-B07:02 with pseudo-sequence HLA-B07:02. The binding affinity (normalized) is 0. (6) The peptide sequence is ITLALIAV. The MHC is H-2-Db with pseudo-sequence H-2-Db. The binding affinity (normalized) is 0.0390. (7) The peptide sequence is RIYDPLWFQ. The MHC is HLA-A80:01 with pseudo-sequence HLA-A80:01. The binding affinity (normalized) is 0.0847. (8) The peptide sequence is VPRPCQKSL. The MHC is HLA-B40:01 with pseudo-sequence HLA-B40:01. The binding affinity (normalized) is 0.0847.